This data is from Forward reaction prediction with 1.9M reactions from USPTO patents (1976-2016). The task is: Predict the product of the given reaction. (1) Given the reactants COC(=O)N[C@@H](C(C)C)C(N1[C@H](C2NC(C3C=CC(C4C=CC5C(=CC=C(C6NC([C@@H]7CCCN7[C:48](=[O:61])[C@H:49]([NH:56][C:57]([O:59][CH3:60])=[O:58])[C:50]7[CH:55]=[CH:54][CH:53]=[CH:52][CH:51]=7)=NC=6)C=5)C=4)=CC=3)=CN=2)CC2(OCCO2)C1)=O.Cl.Cl.Cl.Cl.[CH3:70][CH:71]([CH3:116])[C@H:72]([NH:111][C:112](=[O:115])[O:113][CH3:114])[C:73](=[O:110])[N:74]1[CH2:78][CH2:77][CH2:76][C@H:75]1[C:79]1[NH:80][C:81]([C:84]2[CH:93]=[CH:92][C:91]3[C:86](=[CH:87][CH:88]=[C:89]([C:94]4[CH:99]=[CH:98][C:97]([C:100]5[NH:104][C:103]([C@H:105]6[NH:109][CH2:108][CH2:107][S:106]6)=[N:102][CH:101]=5)=[CH:96][CH:95]=4)[CH:90]=3)[CH:85]=2)=[CH:82][N:83]=1, predict the reaction product. The product is: [CH3:60][O:59][C:57](=[O:58])[NH:56][C@H:49]([C:50]1[CH:55]=[CH:54][CH:53]=[CH:52][CH:51]=1)[C:48]([N:109]1[CH2:108][CH2:107][S:106][C@H:105]1[C:103]1[NH:104][C:100]([C:97]2[CH:96]=[CH:95][C:94]([C:89]3[CH:88]=[CH:87][C:86]4[C:91](=[CH:92][CH:93]=[C:84]([C:81]5[NH:80][C:79]([C@@H:75]6[CH2:76][CH2:77][CH2:78][N:74]6[C:73](=[O:110])[C@@H:72]([NH:111][C:112]([O:113][CH3:114])=[O:115])[CH:71]([CH3:116])[CH3:70])=[N:83][CH:82]=5)[CH:85]=4)[CH:90]=3)=[CH:99][CH:98]=2)=[CH:101][N:102]=1)=[O:61]. (2) Given the reactants [C:1]([O:5][C:6]([N:8]1[CH2:13][CH2:12][CH:11]([NH:14][C:15]2[N:20]=[CH:19][C:18]([OH:21])=[CH:17][N:16]=2)[CH2:10][CH2:9]1)=[O:7])([CH3:4])([CH3:3])[CH3:2].C(N(C(C)C)C(C)C)C.[CH3:31][S:32](Cl)(=[O:34])=[O:33], predict the reaction product. The product is: [C:1]([O:5][C:6]([N:8]1[CH2:9][CH2:10][CH:11]([NH:14][C:15]2[N:20]=[CH:19][C:18]([O:21][S:32]([CH3:31])(=[O:34])=[O:33])=[CH:17][N:16]=2)[CH2:12][CH2:13]1)=[O:7])([CH3:4])([CH3:2])[CH3:3]. (3) Given the reactants C[O:2][C:3]1[CH:4]=[CH:5][C:6]2[CH:10]=[C:9]([CH3:11])[S:8][C:7]=2[CH:12]=1.B(Br)(Br)Br, predict the reaction product. The product is: [OH:2][C:3]1[CH:4]=[CH:5][C:6]2[CH:10]=[C:9]([CH3:11])[S:8][C:7]=2[CH:12]=1. (4) Given the reactants [OH:1][N:2]1[C:6]([C:7]2[CH:12]=[CH:11][C:10]([O:13][CH3:14])=[CH:9][CH:8]=2)=[C:5]([C:15]2[CH:20]=[CH:19][C:18]([F:21])=[CH:17][CH:16]=2)[C:4]([C:22]2[CH:27]=[CH:26][C:25]([CH3:28])=[CH:24][CH:23]=2)=[N:3]1.[CH3:29][N:30]([C:34]1[CH:39]=[CH:38][CH:37]=[CH:36][CH:35]=1)[C:31](Cl)=[O:32], predict the reaction product. The product is: [F:21][C:18]1[CH:19]=[CH:20][C:15]([C:5]2[C:4]([C:22]3[CH:23]=[CH:24][C:25]([CH3:28])=[CH:26][CH:27]=3)=[N:3][N:2]([O:1][C:31](=[O:32])[N:30]([CH3:29])[C:34]3[CH:39]=[CH:38][CH:37]=[CH:36][CH:35]=3)[C:6]=2[C:7]2[CH:12]=[CH:11][C:10]([O:13][CH3:14])=[CH:9][CH:8]=2)=[CH:16][CH:17]=1. (5) Given the reactants [B:10]1([B:10]2[O:14][C:13]([CH3:16])([CH3:15])[C:12]([CH3:18])([CH3:17])[O:11]2)[O:14][C:13]([CH3:16])([CH3:15])[C:12]([CH3:18])([CH3:17])[O:11]1.C([O-])(=O)C.[K+].Br[C:25]1[CH:30]=[CH:29][C:28]([CH:31]([F:33])[F:32])=[C:27]([Cl:34])[CH:26]=1.O, predict the reaction product. The product is: [Cl:34][C:27]1[CH:26]=[C:25]([B:10]2[O:11][C:12]([CH3:17])([CH3:18])[C:13]([CH3:15])([CH3:16])[O:14]2)[CH:30]=[CH:29][C:28]=1[CH:31]([F:33])[F:32]. (6) Given the reactants Br[C:2]1[CH:7]=[C:6]([S:8][C:9]2[CH:21]=[CH:20][C:12]([O:13][CH2:14][C:15]([O:17][CH2:18][CH3:19])=[O:16])=[C:11]([CH3:22])[CH:10]=2)[CH:5]=[C:4]([Br:23])[N:3]=1.[C:24]([C:26]1[CH:31]=[CH:30][CH:29]=[CH:28][N:27]=1)#[CH:25].C(P(C(C)(C)C)C(C)(C)C)(C)(C)C.C1CCCCC1.C(NC(C)C)(C)C, predict the reaction product. The product is: [Br:23][C:4]1[N:3]=[C:2]([C:25]#[C:24][C:26]2[CH:31]=[CH:30][CH:29]=[CH:28][N:27]=2)[CH:7]=[C:6]([S:8][C:9]2[CH:21]=[CH:20][C:12]([O:13][CH2:14][C:15]([O:17][CH2:18][CH3:19])=[O:16])=[C:11]([CH3:22])[CH:10]=2)[CH:5]=1. (7) Given the reactants C(Cl)(=O)C(Cl)=O.[C:7]1([C:13]2[CH:14]=[C:15]([CH:19]=[CH:20][CH:21]=2)[C:16]([OH:18])=O)[CH:12]=[CH:11][CH:10]=[CH:9][CH:8]=1.[CH:22]([NH2:25])([CH3:24])[CH3:23], predict the reaction product. The product is: [CH:22]([NH:25][C:16](=[O:18])[C:15]1[CH:19]=[CH:20][CH:21]=[C:13]([C:7]2[CH:8]=[CH:9][CH:10]=[CH:11][CH:12]=2)[CH:14]=1)([CH3:24])[CH3:23].